The task is: Predict the reactants needed to synthesize the given product.. This data is from Full USPTO retrosynthesis dataset with 1.9M reactions from patents (1976-2016). Given the product [N+:3]([C:6]1[CH:12]=[C:11]([C:13]([F:14])([F:15])[F:16])[CH:10]=[CH:9][C:7]=1[NH:8][C:18]1[CH:23]=[CH:22][CH:21]=[CH:20][N:19]=1)([O-:5])=[O:4], predict the reactants needed to synthesize it. The reactants are: [H-].[Na+].[N+:3]([C:6]1[CH:12]=[C:11]([C:13]([F:16])([F:15])[F:14])[CH:10]=[CH:9][C:7]=1[NH2:8])([O-:5])=[O:4].F[C:18]1[CH:23]=[CH:22][CH:21]=[CH:20][N:19]=1.